This data is from Full USPTO retrosynthesis dataset with 1.9M reactions from patents (1976-2016). The task is: Predict the reactants needed to synthesize the given product. (1) The reactants are: CC(C)([O-])C.CO[C:8](=[O:22])[C:9]1[CH:14]=[CH:13][N:12]=[C:11]([NH:15][C:16](=[O:21])[C:17]([CH3:20])([CH3:19])[CH3:18])[CH:10]=1.[CH3:23][C:24]#[N:25]. Given the product [C:24]([CH2:23][C:8]([C:9]1[CH:14]=[CH:13][N:12]=[C:11]([NH:15][C:16](=[O:21])[C:17]([CH3:18])([CH3:19])[CH3:20])[CH:10]=1)=[O:22])#[N:25], predict the reactants needed to synthesize it. (2) Given the product [CH:28]1([C@H:11]2[C@H:10]([CH3:31])[C@@H:9]([NH:8][C:2]3[CH:7]=[CH:6][CH:5]=[CH:4][N:3]=3)[C:18]3[C:13](=[CH:14][CH:15]=[C:16]([C:19]4[CH2:20][CH2:21][O:22][CH2:23][CH:24]=4)[CH:17]=3)[N:12]2[C:25](=[O:27])[CH3:26])[CH2:30][CH2:29]1, predict the reactants needed to synthesize it. The reactants are: Br[C:2]1[CH:7]=[CH:6][CH:5]=[CH:4][N:3]=1.[NH2:8][C@H:9]1[C:18]2[C:13](=[CH:14][CH:15]=[C:16]([C:19]3[CH2:20][CH2:21][O:22][CH2:23][CH:24]=3)[CH:17]=2)[N:12]([C:25](=[O:27])[CH3:26])[C@@H:11]([CH:28]2[CH2:30][CH2:29]2)[C@@H:10]1[CH3:31].CN(C1C(C2C(P(C3CCCCC3)C3CCCCC3)=CC=CC=2)=CC=CC=1)C.CC(C)([O-])C.[Na+].